Dataset: Forward reaction prediction with 1.9M reactions from USPTO patents (1976-2016). Task: Predict the product of the given reaction. (1) Given the reactants [O:1]=[CH:2][C:3]1[CH:11]=[CH:10][CH:9]=[C:6]([O:7][CH3:8])[C:4]=1[OH:5].[CH2:12](Br)[C:13]1[CH:18]=[CH:17][CH:16]=[CH:15][CH:14]=1.C(=O)([O-])[O-].[K+].[K+], predict the reaction product. The product is: [CH2:12]([O:5][C:4]1[C:6]([O:7][CH3:8])=[CH:9][CH:10]=[CH:11][C:3]=1[CH:2]=[O:1])[C:13]1[CH:18]=[CH:17][CH:16]=[CH:15][CH:14]=1. (2) Given the reactants Br[C:2]1[S:3][CH:4]=[CH:5][CH:6]=1.[Li]CCCC.[CH3:12][CH2:13][CH2:14][C:15](=[O:19])[CH2:16][CH2:17][CH3:18], predict the reaction product. The product is: [S:3]1[CH:4]=[CH:5][CH:6]=[C:2]1[C:15]([OH:19])([CH2:16][CH2:17][CH3:18])[CH2:14][CH2:13][CH3:12]. (3) The product is: [Br:1][C:2]1[CH:3]=[CH:4][C:5]([C@@H:8]2[CH2:10][C@H:9]2[C:21]([OH:22])=[O:18])=[CH:6][CH:7]=1. Given the reactants [Br:1][C:2]1[CH:7]=[CH:6][C:5]([C@@H:8]2[CH2:10][C@H:9]2NS(C(C)C)(=O)=O)=[CH:4][CH:3]=1.[OH-:18].[Na+].C[CH2:21][OH:22], predict the reaction product. (4) The product is: [CH3:20][C:3]1[CH:4]=[C:5]([O:6][CH2:7][CH2:8][CH2:9][O:10][CH:11]2[CH2:16][CH2:15][CH2:14][CH2:13][O:12]2)[CH:17]=[C:18]([CH3:19])[C:2]=1[SiH:33]([CH:37]([CH3:39])[CH3:38])[CH:34]([CH3:36])[CH3:35]. Given the reactants Br[C:2]1[C:18]([CH3:19])=[CH:17][C:5]([O:6][CH2:7][CH2:8][CH2:9][O:10][CH:11]2[CH2:16][CH2:15][CH2:14][CH2:13][O:12]2)=[CH:4][C:3]=1[CH3:20].CC(C)=O.C(=O)=O.C([Li])CCC.[SiH:33](Cl)([CH:37]([CH3:39])[CH3:38])[CH:34]([CH3:36])[CH3:35].C([O-])(O)=O.[Na+], predict the reaction product. (5) Given the reactants [N+:1]([CH:4]([CH:6]([CH2:11][C:12]([O:14]C)=O)[C:7]([O:9][CH3:10])=[O:8])[CH3:5])([O-])=O, predict the reaction product. The product is: [CH3:5][CH:4]1[CH:6]([C:7]([O:9][CH3:10])=[O:8])[CH2:11][C:12](=[O:14])[NH:1]1. (6) Given the reactants Cl[C:2]1[C:11]([CH2:12][C:13]2[CH:18]=[CH:17][C:16]([S:19]([CH3:22])(=[O:21])=[O:20])=[CH:15][CH:14]=2)=[C:10]([Cl:23])[C:9]2[C:4](=[CH:5][CH:6]=[C:7]([C:24]([C:26]3[N:30]([CH3:31])[CH:29]=[N:28][CH:27]=3)=[O:25])[CH:8]=2)[N:3]=1.[CH3:32][O-:33].[Na+], predict the reaction product. The product is: [Cl:23][C:10]1[C:9]2[C:4](=[CH:5][CH:6]=[C:7]([C:24]([C:26]3[N:30]([CH3:31])[CH:29]=[N:28][CH:27]=3)=[O:25])[CH:8]=2)[N:3]=[C:2]([O:33][CH3:32])[C:11]=1[CH2:12][C:13]1[CH:18]=[CH:17][C:16]([S:19]([CH3:22])(=[O:21])=[O:20])=[CH:15][CH:14]=1.